This data is from Forward reaction prediction with 1.9M reactions from USPTO patents (1976-2016). The task is: Predict the product of the given reaction. Given the reactants [CH2:1]([O:3][C:4]([N:6]1[C:12]2[CH:13]=[CH:14][C:15]([N+:17]([O-])=O)=[CH:16][C:11]=2[O:10][CH2:9][CH2:8][CH2:7]1)=[O:5])[CH3:2].CO, predict the reaction product. The product is: [CH2:1]([O:3][C:4]([N:6]1[C:12]2[CH:13]=[CH:14][C:15]([NH2:17])=[CH:16][C:11]=2[O:10][CH2:9][CH2:8][CH2:7]1)=[O:5])[CH3:2].